From a dataset of Catalyst prediction with 721,799 reactions and 888 catalyst types from USPTO. Predict which catalyst facilitates the given reaction. (1) Reactant: [CH2:1]1[O:5][C@@H:4]2[C@@H:6]([OH:9])[CH2:7][O:8][C@@H:3]2[C@@H:2]1[OH:10].[C:11]([OH:18])(=[O:17])[CH2:12][CH2:13][C:14]([OH:16])=[O:15]. Product: [CH2:1]1[O:5][C@@H:4]2[C@@H:6]([OH:9])[CH2:7][O:8][C@@H:3]2[C@@H:2]1[OH:10].[C:11]([OH:18])(=[O:17])[CH2:12][CH2:13][C:14]([OH:16])=[O:15]. The catalyst class is: 6. (2) Reactant: [C:1](=[O:21])(OC1C=CC([N+]([O-])=O)=CC=1)[O:2][CH2:3][CH:4]1[CH2:9][CH2:8][N:7]([CH3:10])[CH2:6][CH2:5]1.CCN(C(C)C)C(C)C.Cl.Cl.[CH3:33][C:34]1[CH:35]=[C:36]([N:40]2[CH2:45][CH2:44][NH:43][CH2:42][CH2:41]2)[CH:37]=[CH:38][CH:39]=1. Product: [CH3:33][C:34]1[CH:35]=[C:36]([N:40]2[CH2:45][CH2:44][N:43]([C:1]([O:2][CH2:3][CH:4]3[CH2:5][CH2:6][N:7]([CH3:10])[CH2:8][CH2:9]3)=[O:21])[CH2:42][CH2:41]2)[CH:37]=[CH:38][CH:39]=1. The catalyst class is: 3.